From a dataset of Catalyst prediction with 721,799 reactions and 888 catalyst types from USPTO. Predict which catalyst facilitates the given reaction. (1) Reactant: Br[C:2]1[N:7]=[C:6]([C:8]2[C:16]3[C:11](=[N:12][C:13]([NH:17][CH2:18][CH2:19][N:20]4[CH2:25][CH2:24][O:23][CH2:22][CH2:21]4)=[N:14][CH:15]=3)[N:10]([CH2:26][O:27][CH2:28][CH2:29][Si:30]([CH3:33])([CH3:32])[CH3:31])[N:9]=2)[CH:5]=[CH:4][CH:3]=1.[C:34]([O:38][C:39](=[O:51])[NH:40][CH2:41][CH2:42][CH:43]([NH2:50])[C:44]1[CH:49]=[CH:48][CH:47]=[CH:46][CH:45]=1)([CH3:37])([CH3:36])[CH3:35].CN(C1C(C2C(P(C3CCCCC3)C3CCCCC3)=CC=CC=2)=CC=CC=1)C.C([O-])([O-])=O.[K+].[K+]. Product: [C:34]([O:38][C:39](=[O:51])[NH:40][CH2:41][CH2:42][CH:43]([NH:50][C:2]1[CH:3]=[CH:4][CH:5]=[C:6]([C:8]2[C:16]3[C:11](=[N:12][C:13]([NH:17][CH2:18][CH2:19][N:20]4[CH2:25][CH2:24][O:23][CH2:22][CH2:21]4)=[N:14][CH:15]=3)[N:10]([CH2:26][O:27][CH2:28][CH2:29][Si:30]([CH3:33])([CH3:32])[CH3:31])[N:9]=2)[N:7]=1)[C:44]1[CH:49]=[CH:48][CH:47]=[CH:46][CH:45]=1)([CH3:37])([CH3:35])[CH3:36]. The catalyst class is: 102. (2) Reactant: [CH3:1][O:2][C:3]1[CH:12]=[CH:11][C:10]([O:13][CH3:14])=[C:9]2[C:4]=1[CH2:5][CH2:6][CH2:7][CH:8]2[NH2:15].F[C:17]1[CH:22]=[C:21]([F:23])[CH:20]=[CH:19][C:18]=1[S:24]([CH3:27])(=[O:26])=[O:25].C(N(C(C)C)CC)(C)C. Product: [F:23][C:21]1[CH:22]=[CH:17][C:18]([S:24]([CH3:27])(=[O:26])=[O:25])=[C:19]([NH:15][CH:8]2[C:9]3[C:4](=[C:3]([O:2][CH3:1])[CH:12]=[CH:11][C:10]=3[O:13][CH3:14])[CH2:5][CH2:6][CH2:7]2)[CH:20]=1. The catalyst class is: 35. (3) Reactant: [C:1]1([CH2:7][C:8]([NH:10][C@@H:11]2[C:35](=[O:36])[N:13]3[C:14]([C:19]([O:21][CH:22]([C:29]4[CH:34]=[CH:33][CH:32]=[CH:31][CH:30]=4)[C:23]4[CH:28]=[CH:27][CH:26]=[CH:25][CH:24]=4)=[O:20])=[C:15]([OH:18])[CH2:16][S:17][C@H:12]23)=[O:9])[CH:6]=[CH:5][CH:4]=[CH:3][CH:2]=1.C(N(C(C)C)C(C)C)C.[CH3:46][S:47](Cl)(=[O:49])=[O:48].O. Product: [C:1]1([CH2:7][C:8]([NH:10][C@@H:11]2[C:35](=[O:36])[N:13]3[C:14]([C:19]([O:21][CH:22]([C:23]4[CH:24]=[CH:25][CH:26]=[CH:27][CH:28]=4)[C:29]4[CH:34]=[CH:33][CH:32]=[CH:31][CH:30]=4)=[O:20])=[C:15]([O:18][S:47]([CH3:46])(=[O:49])=[O:48])[CH2:16][S:17][C@H:12]23)=[O:9])[CH:6]=[CH:5][CH:4]=[CH:3][CH:2]=1. The catalyst class is: 10.